From a dataset of NCI-60 drug combinations with 297,098 pairs across 59 cell lines. Regression. Given two drug SMILES strings and cell line genomic features, predict the synergy score measuring deviation from expected non-interaction effect. (1) Drug 1: CC(C1=C(C=CC(=C1Cl)F)Cl)OC2=C(N=CC(=C2)C3=CN(N=C3)C4CCNCC4)N. Drug 2: CC12CCC3C(C1CCC2=O)CC(=C)C4=CC(=O)C=CC34C. Cell line: OVCAR3. Synergy scores: CSS=23.3, Synergy_ZIP=1.15, Synergy_Bliss=4.05, Synergy_Loewe=-2.07, Synergy_HSA=1.94. (2) Drug 1: CC1C(C(CC(O1)OC2CC(CC3=C2C(=C4C(=C3O)C(=O)C5=C(C4=O)C(=CC=C5)OC)O)(C(=O)C)O)N)O.Cl. Drug 2: C1CCC(C(C1)N)N.C(=O)(C(=O)[O-])[O-].[Pt+4]. Cell line: UO-31. Synergy scores: CSS=10.0, Synergy_ZIP=-5.87, Synergy_Bliss=-5.87, Synergy_Loewe=-2.15, Synergy_HSA=-2.05.